Dataset: Peptide-MHC class II binding affinity with 134,281 pairs from IEDB. Task: Regression. Given a peptide amino acid sequence and an MHC pseudo amino acid sequence, predict their binding affinity value. This is MHC class II binding data. (1) The peptide sequence is EEKIEIIPIQEEEY. The MHC is HLA-DQA10101-DQB10501 with pseudo-sequence HLA-DQA10101-DQB10501. The binding affinity (normalized) is 0.515. (2) The peptide sequence is YQNPTTYISVGTSTLNQ. The MHC is HLA-DPA10301-DPB10402 with pseudo-sequence HLA-DPA10301-DPB10402. The binding affinity (normalized) is 0.260. (3) The peptide sequence is YKTRPILSPLTKGIL. The MHC is HLA-DPA10103-DPB10401 with pseudo-sequence HLA-DPA10103-DPB10401. The binding affinity (normalized) is 0.554.